This data is from Catalyst prediction with 721,799 reactions and 888 catalyst types from USPTO. The task is: Predict which catalyst facilitates the given reaction. (1) Reactant: [C:1]([N:4]([CH2:17][C:18]1[CH:23]=[CH:22][C:21]([Cl:24])=[CH:20][C:19]=1[Cl:25])[C:5]1[CH:10]=[C:9]([C:11](=[O:13])[NH2:12])[CH:8]=[CH:7][C:6]=1[C:14](=[O:16])[NH2:15])(=O)[CH3:2].Cl. Product: [C:11]([C:9]1[CH:10]=[C:5]2[C:6]([C:14](=[O:16])[N:15]=[C:1]([CH3:2])[N:4]2[CH2:17][C:18]2[CH:23]=[CH:22][C:21]([Cl:24])=[CH:20][C:19]=2[Cl:25])=[CH:7][CH:8]=1)(=[O:13])[NH2:12]. The catalyst class is: 5. (2) Reactant: [NH2:1][C:2]1[CH:3]=[CH:4][C:5]([CH3:34])=[C:6]([NH:8][C:9](=[O:33])[C:10]2[CH:15]=[CH:14][C:13]([NH:16][C:17]3[N:26]=[C:25]([C:27]4[CH:32]=[CH:31][CH:30]=[CH:29][CH:28]=4)[C:24]4[C:19](=[CH:20][CH:21]=[CH:22][CH:23]=4)[N:18]=3)=[CH:12][CH:11]=2)[CH:7]=1.[CH3:35][N:36]([CH3:41])[CH2:37][C:38](O)=[O:39].CCN(C(C)C)C(C)C.CN(C(ON1N=NC2C=CC=NC1=2)=[N+](C)C)C.F[P-](F)(F)(F)(F)F. Product: [CH3:35][N:36]([CH3:41])[CH2:37][C:38]([NH:1][C:2]1[CH:3]=[CH:4][C:5]([CH3:34])=[C:6]([NH:8][C:9](=[O:33])[C:10]2[CH:15]=[CH:14][C:13]([NH:16][C:17]3[N:26]=[C:25]([C:27]4[CH:28]=[CH:29][CH:30]=[CH:31][CH:32]=4)[C:24]4[C:19](=[CH:20][CH:21]=[CH:22][CH:23]=4)[N:18]=3)=[CH:12][CH:11]=2)[CH:7]=1)=[O:39]. The catalyst class is: 9. (3) Reactant: [F:1][CH:2]([F:39])[C:3]1[CH:7]=[C:6]([CH:8]([F:10])[F:9])[N:5]([CH2:11][C:12]([N:14]2[CH2:19][CH2:18][CH:17]([C:20]3[S:21][CH:22]=[C:23]([C:25]4[CH2:29][CH:28]([C:30]([F:38])([F:37])[C:31]5[CH:36]=[CH:35][CH:34]=[CH:33][CH:32]=5)[O:27][N:26]=4)[N:24]=3)[CH2:16][CH2:15]2)=O)[N:4]=1.COC1C=CC(P2(=S)SP(=S)(C3C=CC(OC)=CC=3)[S:49]2)=CC=1.O. Product: [F:1][CH:2]([F:39])[C:3]1[CH:7]=[C:6]([CH:8]([F:10])[F:9])[N:5]([CH2:11][C:12]([N:14]2[CH2:19][CH2:18][CH:17]([C:20]3[S:21][CH:22]=[C:23]([C:25]4[CH2:29][CH:28]([C:30]([F:38])([F:37])[C:31]5[CH:36]=[CH:35][CH:34]=[CH:33][CH:32]=5)[O:27][N:26]=4)[N:24]=3)[CH2:16][CH2:15]2)=[S:49])[N:4]=1. The catalyst class is: 11. (4) Reactant: CC1(C)COB([C:8]2[CH:9]=[CH:10][C:11]([N:15]3[CH:19]=[CH:18][CH:17]=[N:16]3)=[C:12]([CH:14]=2)[NH2:13])OC1.Br[C:22]1[CH:29]=[CH:28][CH:27]=[CH:26][C:23]=1[C:24]#[N:25].P([O-])([O-])([O-])=O.[K+].[K+].[K+]. Product: [NH2:13][C:12]1[CH:14]=[C:8]([C:22]2[C:23]([C:24]#[N:25])=[CH:26][CH:27]=[CH:28][CH:29]=2)[CH:9]=[CH:10][C:11]=1[N:15]1[CH:19]=[CH:18][CH:17]=[N:16]1. The catalyst class is: 12. (5) Reactant: [C:1]([O:5][C:6]([N:8]1[CH2:12][CH2:11][C@@H:10](O)[CH2:9]1)=[O:7])([CH3:4])([CH3:3])[CH3:2].CCN(S(F)(F)[F:20])CC. Product: [C:1]([O:5][C:6]([N:8]1[CH2:12][CH2:11][CH:10]([F:20])[CH2:9]1)=[O:7])([CH3:4])([CH3:3])[CH3:2]. The catalyst class is: 25. (6) Product: [ClH:38].[F:1][C:2]1[CH:7]=[CH:6][C:5]([C:8]2[N:9]=[C:10]3[N:14]([C:15]=2[C:16]2[CH:21]=[CH:20][N:19]=[C:18]([NH:22][CH:23]4[CH2:24][CH2:25][NH:26][CH2:27][CH2:28]4)[N:17]=2)[CH:13]=[CH:12][S:11]3)=[CH:4][C:3]=1[O:36][CH3:37]. The catalyst class is: 440. Reactant: [F:1][C:2]1[CH:7]=[CH:6][C:5]([C:8]2[N:9]=[C:10]3[N:14]([C:15]=2[C:16]2[CH:21]=[CH:20][N:19]=[C:18]([NH:22][CH:23]4[CH2:28][CH2:27][N:26](C(OC(C)(C)C)=O)[CH2:25][CH2:24]4)[N:17]=2)[CH:13]=[CH:12][S:11]3)=[CH:4][C:3]=1[O:36][CH3:37].[ClH:38]. (7) Reactant: [CH3:1][O:2][C:3]1[CH:4]=[C:5]([C@@H:9]([NH2:11])[CH3:10])[CH:6]=[CH:7][CH:8]=1.[CH:12]1[N:17]=[C:16](Cl)[C:15]2[N:19]=[CH:20][N:21]([C@@H:22]3[O:26][C@H:25]([CH2:27][OH:28])[C@@H:24]([OH:29])[C@H:23]3[OH:30])[C:14]=2[N:13]=1. Product: [CH3:1][O:2][C:3]1[CH:4]=[C:5]([C@@H:9]([NH:11][C:16]2[C:15]3[N:19]=[CH:20][N:21]([C:14]=3[N:13]=[CH:12][N:17]=2)[C@@H:22]2[O:26][C@H:25]([CH2:27][OH:28])[C@@H:24]([OH:29])[C@H:23]2[OH:30])[CH3:10])[CH:6]=[CH:7][CH:8]=1. The catalyst class is: 259. (8) Reactant: [NH2:1][C:2]1[CH:35]=[CH:34][C:5]2[NH:6][C:7]([C:12]3[C:13](=[O:33])[C:14]([NH:29][C:30](=[O:32])[CH3:31])([CH2:23][CH2:24][C:25]([CH3:28])([CH3:27])[CH3:26])[C:15]4[C:20]([C:21]=3[OH:22])=[CH:19][CH:18]=[CH:17][CH:16]=4)=[N:8][S:9](=[O:11])(=[O:10])[C:4]=2[CH:3]=1.C(N(CC)CC)C.[CH3:43][S:44](Cl)(=[O:46])=[O:45]. Product: [CH3:27][C:25]([CH3:28])([CH3:26])[CH2:24][CH2:23][C:14]1([NH:29][C:30](=[O:32])[CH3:31])[C:15]2[C:20](=[CH:19][CH:18]=[CH:17][CH:16]=2)[C:21]([OH:22])=[C:12]([C:7]2[NH:6][C:5]3[CH:34]=[CH:35][C:2]([NH:1][S:44]([CH3:43])(=[O:46])=[O:45])=[CH:3][C:4]=3[S:9](=[O:10])(=[O:11])[N:8]=2)[C:13]1=[O:33]. The catalyst class is: 96. (9) Reactant: O.O.O.O.O.O.O.O.[OH-].[Ba+2].[OH-].C(NC(=O)[O-])C.[CH3:18][O:19][C:20]1[C:21]([Cl:33])=[CH:22][C:23]2[CH:24]([CH3:32])[CH:25]3[CH2:29][NH:28][CH2:27][CH:26]3[C:30]=2[CH:31]=1.Cl. Product: [CH3:18][O:19][C:20]1[C:21]([Cl:33])=[CH:22][C:23]2[CH:24]([CH3:32])[CH:25]3[CH2:29][NH:28][CH2:27][CH:26]3[C:30]=2[CH:31]=1. The catalyst class is: 5.